Task: Predict which catalyst facilitates the given reaction.. Dataset: Catalyst prediction with 721,799 reactions and 888 catalyst types from USPTO (1) Reactant: [H-].[Al+3].[Li+].[H-].[H-].[H-].[CH2:7]([N:17]1[CH2:22][CH2:21][N:20]([C:23]([C:25]2[CH:50]=[CH:49][C:28]([O:29][C:30]3[CH:48]=[CH:47][C:33]([C:34]([NH:36][C:37]4[CH:42]=[CH:41][C:40]([C:43]([F:46])([F:45])[F:44])=[CH:39][CH:38]=4)=O)=[CH:32][N:31]=3)=[CH:27][CH:26]=2)=O)[CH2:19][CH2:18]1)[C:8]1[CH:16]=[CH:15][C:14]2[O:13][CH2:12][O:11][C:10]=2[CH:9]=1. Product: [CH2:7]([N:17]1[CH2:18][CH2:19][N:20]([CH2:23][C:25]2[CH:50]=[CH:49][C:28]([O:29][C:30]3[N:31]=[CH:32][C:33]([CH2:34][NH:36][C:37]4[CH:42]=[CH:41][C:40]([C:43]([F:46])([F:44])[F:45])=[CH:39][CH:38]=4)=[CH:47][CH:48]=3)=[CH:27][CH:26]=2)[CH2:21][CH2:22]1)[C:8]1[CH:16]=[CH:15][C:14]2[O:13][CH2:12][O:11][C:10]=2[CH:9]=1. The catalyst class is: 1. (2) Reactant: C[O:2][C:3](=[O:52])[C:4]1[CH:9]=[CH:8][C:7]([C:10]([N:12]2[CH2:18][C@H:17]([NH:19][C:20](=[O:32])[C@@H:21]([N:23]([C:25]([O:27][C:28]([CH3:31])([CH3:30])[CH3:29])=[O:26])[CH3:24])[CH3:22])[C:16](=[O:33])[N:15]([CH2:34][C:35]3[C:44]4[C:39](=[CH:40][C:41]([Br:45])=[CH:42][CH:43]=4)[CH:38]=[CH:37][C:36]=3[O:46][CH3:47])[C:14]3[CH:48]=[CH:49][CH:50]=[CH:51][C:13]2=3)=[O:11])=[CH:6][CH:5]=1.[Li+].[OH-].C(O)(=O)CC(CC(O)=O)(C(O)=O)O. Product: [Br:45][C:41]1[CH:40]=[C:39]2[C:44](=[CH:43][CH:42]=1)[C:35]([CH2:34][N:15]1[C:16](=[O:33])[C@@H:17]([NH:19][C:20](=[O:32])[C@@H:21]([N:23]([C:25]([O:27][C:28]([CH3:30])([CH3:31])[CH3:29])=[O:26])[CH3:24])[CH3:22])[CH2:18][N:12]([C:10]([C:7]3[CH:8]=[CH:9][C:4]([C:3]([OH:52])=[O:2])=[CH:5][CH:6]=3)=[O:11])[C:13]3[CH:51]=[CH:50][CH:49]=[CH:48][C:14]1=3)=[C:36]([O:46][CH3:47])[CH:37]=[CH:38]2. The catalyst class is: 20. (3) Reactant: C(N(CC)CC)C.[NH2:8][C@@H:9]1[CH2:13][CH2:12][N:11]([C:14]2[C:23]3[C:18](=[CH:19][C:20]([CH3:24])=[CH:21][CH:22]=3)[N:17]=[C:16]([C:25]3[CH:30]=[CH:29][CH:28]=[CH:27][C:26]=3[OH:31])[N:15]=2)[CH2:10]1.Cl[C:33]([O:35][CH2:36][CH:37]([CH3:39])[CH3:38])=[O:34]. Product: [OH:31][C:26]1[CH:27]=[CH:28][CH:29]=[CH:30][C:25]=1[C:16]1[N:15]=[C:14]([N:11]2[CH2:12][CH2:13][C@@H:9]([NH:8][C:33](=[O:34])[O:35][CH2:36][CH:37]([CH3:39])[CH3:38])[CH2:10]2)[C:23]2[C:18](=[CH:19][C:20]([CH3:24])=[CH:21][CH:22]=2)[N:17]=1. The catalyst class is: 3. (4) Reactant: [C:1]1([C@@H:7]2[CH2:9][O:8]2)[CH:6]=[CH:5][CH:4]=[CH:3][CH:2]=1.[CH2:10]([O:12][C:13]([N:15]1[CH2:20][CH2:19][NH:18][CH2:17][CH2:16]1)=[O:14])[CH3:11]. Product: [CH2:10]([O:12][C:13]([N:15]1[CH2:16][CH2:17][N:18]([C@@H:7]([C:1]2[CH:6]=[CH:5][CH:4]=[CH:3][CH:2]=2)[CH2:9][OH:8])[CH2:19][CH2:20]1)=[O:14])[CH3:11]. The catalyst class is: 8. (5) Reactant: [CH3:1][O:2][CH2:3][CH2:4][CH2:5][CH2:6][C:7](=O)[CH2:8][C:9]([O:11]C)=[O:10].[N:14]([C:17]1[CH:22]=[CH:21][CH:20]=[CH:19][C:18]=1[F:23])=[N+:15]=[N-:16].CO.C[O-].[Na+].[OH-].[Na+]. Product: [F:23][C:18]1[CH:19]=[CH:20][CH:21]=[CH:22][C:17]=1[N:14]1[C:7]([CH2:6][CH2:5][CH2:4][CH2:3][O:2][CH3:1])=[C:8]([C:9]([OH:11])=[O:10])[N:16]=[N:15]1. The catalyst class is: 5. (6) Reactant: [F:1][C:2]1[C:3]([NH:21][CH2:22][CH:23]2[CH2:27][CH2:26][CH2:25][NH:24]2)=[N:4][C:5]([NH:8][C:9]2[CH:10]=[N:11][C:12]([N:15]3[CH2:20][CH2:19][O:18][CH2:17][CH2:16]3)=[CH:13][CH:14]=2)=[N:6][CH:7]=1.[C:28]([CH2:30][C:31](O)=[O:32])#[N:29].CN(C(ON1N=NC2C=CC=NC1=2)=[N+](C)C)C.F[P-](F)(F)(F)(F)F. Product: [F:1][C:2]1[C:3]([NH:21][CH2:22][CH:23]2[CH2:27][CH2:26][CH2:25][N:24]2[C:31](=[O:32])[CH2:30][C:28]#[N:29])=[N:4][C:5]([NH:8][C:9]2[CH:10]=[N:11][C:12]([N:15]3[CH2:20][CH2:19][O:18][CH2:17][CH2:16]3)=[CH:13][CH:14]=2)=[N:6][CH:7]=1. The catalyst class is: 2.